Dataset: Reaction yield outcomes from USPTO patents with 853,638 reactions. Task: Predict the reaction yield, written as a fraction of the theoretical maximum amount of product (1.0 means a 100% yield; for example, 0.34 means a 34% yield). (1) The reactants are [N+:1]([C:4]1[CH:5]=[C:6]([C:9]([O:11][CH2:12][CH3:13])=[O:10])[NH:7][CH:8]=1)([O-:3])=[O:2].[H-].[Na+].Br[CH2:17][C:18]([C:20]1[CH:25]=[CH:24][C:23]([O:26][CH3:27])=[CH:22][CH:21]=1)=[O:19]. The catalyst is CN(C=O)C. The product is [CH3:27][O:26][C:23]1[CH:24]=[CH:25][C:20]([C:18](=[O:19])[CH2:17][N:7]2[CH:8]=[C:4]([N+:1]([O-:3])=[O:2])[CH:5]=[C:6]2[C:9]([O:11][CH2:12][CH3:13])=[O:10])=[CH:21][CH:22]=1. The yield is 0.830. (2) The reactants are [Cl:1][C:2]1[CH:10]=[C:9]2[C:5]([CH:6]=[CH:7][NH:8]2)=[CH:4][C:3]=1B1OCC(C)(C)CO1.[C:19](=O)([O-])[O-:20].[K+].[K+].Br[C:26]1[CH:31]=[CH:30][C:29]([C:32]2([CH2:36][OH:37])[CH2:35][CH2:34][CH2:33]2)=[CH:28][CH:27]=1. The catalyst is O1CCOCC1.CN(C=O)C.C1C=CC(P(C2C=CC=CC=2)[C-]2C=CC=C2)=CC=1.C1C=CC(P(C2C=CC=CC=2)[C-]2C=CC=C2)=CC=1.Cl[Pd]Cl.[Fe+2]. The product is [Cl:1][C:2]1[CH:10]=[C:9]2[C:5]([C:6]([CH:19]=[O:20])=[CH:7][NH:8]2)=[CH:4][C:3]=1[C:26]1[CH:31]=[CH:30][C:29]([C:32]2([CH2:36][OH:37])[CH2:35][CH2:34][CH2:33]2)=[CH:28][CH:27]=1. The yield is 0.680.